Dataset: Forward reaction prediction with 1.9M reactions from USPTO patents (1976-2016). Task: Predict the product of the given reaction. The product is: [F:1][C:2]1[CH:15]=[CH:14][C:5]([CH2:6][C:7]2[C:11]([CH3:12])=[N:21][C:22]3[N:26]([N:25]=[CH:24][C:23]=3[C:28]([OH:30])=[O:29])[C:8]=2[CH3:9])=[CH:4][C:3]=1[O:16][C:17]([F:20])([F:19])[F:18]. Given the reactants [F:1][C:2]1[CH:15]=[CH:14][C:5]([CH2:6][CH:7]([C:11](=O)[CH3:12])[C:8](=O)[CH3:9])=[CH:4][C:3]=1[O:16][C:17]([F:20])([F:19])[F:18].[NH2:21][C:22]1[NH:26][N:25]=[C:24](C)[C:23]=1[C:28]([O:30]CC)=[O:29].Cl.[OH-].[K+], predict the reaction product.